Dataset: Reaction yield outcomes from USPTO patents with 853,638 reactions. Task: Predict the reaction yield, written as a fraction of the theoretical maximum amount of product (1.0 means a 100% yield; for example, 0.34 means a 34% yield). (1) The reactants are [ClH:1].CC(C1C=C(C=C(C(C)(C)C)C=1O)C(NC1C=CC([NH:18][C:19]([C:21]2[S:22][CH:23]=[CH:24][CH:25]=2)=N)=CC=1)=O)(C)C.CC(C1C=C([C:49](=[CH2:61])[C:50]([NH:52][C:53]2[CH:58]=[CH:57][C:56]([OH:59])=[C:55]([NH2:60])[CH:54]=2)=[O:51])C=C(C(C)(C)C)C=1O)(C)C.[CH3:62][C:63]([C:66]1[CH:67]=[C:68]([CH:79]=[C:80]([C:83]([CH3:86])([CH3:85])[CH3:84])[C:81]=1[OH:82])C(NC1C=CC(N)=CC=1)=O)([CH3:65])[CH3:64]. No catalyst specified. The product is [ClH:1].[CH3:86][C:83]([C:80]1[CH:79]=[C:68]([CH:61]=[CH:49][C:50]([NH:52][C:53]2[CH:58]=[CH:57][C:56]([OH:59])=[C:55]([NH:60][C:19]([C:21]3[S:22][CH:23]=[CH:24][CH:25]=3)=[NH:18])[CH:54]=2)=[O:51])[CH:67]=[C:66]([C:63]([CH3:64])([CH3:65])[CH3:62])[C:81]=1[OH:82])([CH3:85])[CH3:84]. The yield is 0.620. (2) The reactants are C(O[B:5]1[O:9][C:8]([CH3:11])([CH3:10])[C:7]([CH3:13])([CH3:12])[O:6]1)(C)C.C([Li])CCC.[F:19][C:20]1[CH:21]=[C:22]([CH:30]=[C:31]([F:33])[CH:32]=1)[O:23][CH:24]1[CH2:29][CH2:28][O:27][CH2:26][CH2:25]1. No catalyst specified. The product is [F:33][C:31]1[CH:30]=[C:22]([O:23][CH:24]2[CH2:25][CH2:26][O:27][CH2:28][CH2:29]2)[CH:21]=[C:20]([F:19])[C:32]=1[B:5]1[O:6][C:7]([CH3:12])([CH3:13])[C:8]([CH3:10])([CH3:11])[O:9]1. The yield is 0.330. (3) The reactants are Br[C:2]1[CH:7]=[CH:6][C:5]([C:8]2[CH2:12][C:11]([C:17]3[CH:22]=[C:21]([Cl:23])[CH:20]=[C:19]([Cl:24])[CH:18]=3)([C:13]([F:16])([F:15])[F:14])[O:10][N:9]=2)=[CH:4][C:3]=1[CH3:25].[CH3:26][N:27](C=O)C. The catalyst is COC(C)(C)C.[C-]#N.[Zn+2].[C-]#N.C1C=CC([P]([Pd]([P](C2C=CC=CC=2)(C2C=CC=CC=2)C2C=CC=CC=2)([P](C2C=CC=CC=2)(C2C=CC=CC=2)C2C=CC=CC=2)[P](C2C=CC=CC=2)(C2C=CC=CC=2)C2C=CC=CC=2)(C2C=CC=CC=2)C2C=CC=CC=2)=CC=1. The product is [Cl:24][C:19]1[CH:18]=[C:17]([C:11]2([C:13]([F:16])([F:15])[F:14])[O:10][N:9]=[C:8]([C:5]3[CH:6]=[CH:7][C:2]([C:26]#[N:27])=[C:3]([CH3:25])[CH:4]=3)[CH2:12]2)[CH:22]=[C:21]([Cl:23])[CH:20]=1. The yield is 0.660. (4) The reactants are [Si]([O:8][CH2:9][C@@H:10]([CH3:24])[CH2:11][N:12]1[C:17]2[CH:18]=[CH:19][C:20]([F:22])=[CH:21][C:16]=2[O:15][CH2:14][C:13]1=[O:23])(C(C)(C)C)(C)C.O.[F-].C([N+](CCCC)(CCCC)CCCC)CCC. The catalyst is CCCCCCC.CCOC(C)=O. The product is [F:22][C:20]1[CH:19]=[CH:18][C:17]2[N:12]([CH2:11][C@H:10]([CH3:24])[CH2:9][OH:8])[C:13](=[O:23])[CH2:14][O:15][C:16]=2[CH:21]=1. The yield is 1.00. (5) The reactants are [NH2:1][C:2]1[CH:10]=[C:9]([O:11][CH3:12])[CH:8]=[C:7]([O:13][CH3:14])[C:3]=1[C:4]([NH2:6])=[O:5].N1[CH:20]=[CH:19][CH:18]=[CH:17][CH:16]=1. The catalyst is C1COCC1.CCOC(C)=O. The product is [CH3:14][O:13][C:7]1[CH:8]=[C:9]([O:11][CH3:12])[CH:10]=[C:2]2[C:3]=1[C:4](=[O:5])[NH:6][C:16]([C:17]1[CH:2]=[C:3]([CH3:4])[C:7]([O:13][CH3:14])=[C:19]([CH3:20])[CH:18]=1)=[N:1]2. The yield is 0.830. (6) The yield is 0.980. The reactants are [Cl:1][C:2]1[C:3](Cl)=[N:4][CH:5]=[C:6]([CH:10]=1)[C:7]([OH:9])=[O:8].[CH:12]1([CH2:15][OH:16])[CH2:14][CH2:13]1. The product is [Cl:1][C:2]1[C:3]([O:16][CH2:15][CH:12]2[CH2:14][CH2:13]2)=[N:4][CH:5]=[C:6]([CH:10]=1)[C:7]([OH:9])=[O:8]. No catalyst specified.